This data is from Peptide-MHC class II binding affinity with 134,281 pairs from IEDB. The task is: Regression. Given a peptide amino acid sequence and an MHC pseudo amino acid sequence, predict their binding affinity value. This is MHC class II binding data. (1) The peptide sequence is LERLQRKHGGMLVRNPL. The MHC is DRB1_0101 with pseudo-sequence DRB1_0101. The binding affinity (normalized) is 0.587. (2) The peptide sequence is DLDDEQEILNYMSPH. The MHC is DRB3_0301 with pseudo-sequence DRB3_0301. The binding affinity (normalized) is 0.382.